From a dataset of Forward reaction prediction with 1.9M reactions from USPTO patents (1976-2016). Predict the product of the given reaction. Given the reactants [NH2:1][C@H:2]([C:13]([OH:15])=[O:14])[CH2:3][C:4]1[C:12]2[C:7](=[CH:8][CH:9]=[CH:10][CH:11]=2)[NH:6][CH:5]=1.O.OS(O)(=O)=O.[CH:22](=O)[CH2:23][CH2:24][CH3:25], predict the reaction product. The product is: [CH2:23]([CH:22]1[C:5]2[NH:6][C:7]3[C:12](=[CH:11][CH:10]=[CH:9][CH:8]=3)[C:4]=2[CH2:3][CH:2]([C:13]([OH:15])=[O:14])[NH:1]1)[CH2:24][CH3:25].